Dataset: Retrosynthesis with 50K atom-mapped reactions and 10 reaction types from USPTO. Task: Predict the reactants needed to synthesize the given product. Given the product CC(C)(C)C(=O)Nc1ccnc(Cl)c1, predict the reactants needed to synthesize it. The reactants are: CC(C)(C)C(=O)Cl.Nc1ccnc(Cl)c1.